This data is from Forward reaction prediction with 1.9M reactions from USPTO patents (1976-2016). The task is: Predict the product of the given reaction. (1) Given the reactants [F:1][C:2]1[C:7]([O:8][CH3:9])=[CH:6][CH:5]=[C:4]([N+:10]([O-])=O)[C:3]=1[OH:13], predict the reaction product. The product is: [NH2:10][C:4]1[C:3]([OH:13])=[C:2]([F:1])[C:7]([O:8][CH3:9])=[CH:6][CH:5]=1. (2) The product is: [CH3:9][O:8][C:5]1[N:6]=[CH:7][C:2]([C:27]2([OH:30])[CH2:28][CH2:29][C:24]3([O:31][CH2:21][CH2:22][O:23]3)[CH2:25][CH2:26]2)=[CH:3][CH:4]=1. Given the reactants Br[C:2]1[CH:3]=[CH:4][C:5]([O:8][CH3:9])=[N:6][CH:7]=1.[Li]CCCC.N1C=CC=CC=1.[CH2:21]1[O:31][C:24]2([CH2:29][CH2:28][C:27](=[O:30])[CH2:26][CH2:25]2)[O:23][CH2:22]1, predict the reaction product.